Dataset: Experimentally validated miRNA-target interactions with 360,000+ pairs, plus equal number of negative samples. Task: Binary Classification. Given a miRNA mature sequence and a target amino acid sequence, predict their likelihood of interaction. (1) The miRNA is hsa-miR-532-3p with sequence CCUCCCACACCCAAGGCUUGCA. The protein sequence of the target gene is MHPLQCVLQVQRSLGWGPLASVSWLSLRMCRAHSSLSSTMCPSPERQEDGARKDFSSRLAAGPTFQHFLKSASAPQEKLSSEVEDPPPYLMMDELLGRQRKVYLETYGCQMNVNDTEIAWSILQKSGYLRTSNLQEADVILLVTCSIREKAEQTIWNRLHQLKALKTRRPRSRVPLRIGILGCMAERLKEEILNREKMVDILAGPDAYRDLPRLLAVAESGQQAANVLLSLDETYADVMPVQTSASATSAFVSIMRGCDNMCSYCIVPFTRGRERSRPIASILEEVKKLSEQVFLPPRPP.... Result: 0 (no interaction). (2) Result: 1 (interaction). The protein sequence of the target gene is MVRDSMAAAFRPSNRVLLQALQILVYPGVGGSGSVSCRCPLGAKRYLLTDNVVKLKEFQQKKVAVACNLSGTKETYFRNLKKKLTQNKLILKGELITLLHLCESRDHVELAKNVIYRYHAENKNFTLGEYKFGPLFVRLCYELDLEESAVELMKDQHLRGFFSDSTSFNILMDMLFIKGKYKSALQVLIEMKNQDVKFTKDTYVLAFAICYKLNSPESFKICTTLREEALLKGEILSRRASCFAVALALNQNEMAKAVSIFSQIMNPESIACINLNIIIHIQSNMLENLIKTLKNAAEGN.... The miRNA is hsa-miR-557 with sequence GUUUGCACGGGUGGGCCUUGUCU. (3) The miRNA is rno-miR-409a-3p with sequence AAUGUUGCUCGGUGAACCCC. The protein sequence of the target gene is MTVTKMSWRPQYRSSKFRNVYGKVANREHCFDGIPITKNVHDNHFCAVNTRFLAIVTESAGGGSFLVIPLEQTGRIEPNYPKVCGHQGNVLDIKWNPFIDNIIASCSEDTSVRIWEIPEGGLKRNMTEALLELHGHSRRVGLVEWHPTTNNILFSAGYDYKVLIWNLDVGEPVKMIDCHTDVILCMSFNTDGSLLTTTCKDKKLRVIEPRSGRVLQEANCKNHRVNRVVFLGNMKRLLTTGVSRWNTRQIALWDQEDLSMPLIEEEIDGLSGLLFPFYDADTHMLYLAGKGDGNIRYYEI.... Result: 0 (no interaction). (4) The miRNA is hsa-miR-154-5p with sequence UAGGUUAUCCGUGUUGCCUUCG. The protein sequence of the target gene is MPSATSHSGSGSKSSGPPPPSGSSGSEAAAGAGAAAPASQHPATGTGAVQTEAMKQILGVIDKKLRNLEKKKGKLDDYQERMNKGERLNQDQLDAVSKYQEVTNNLEFAKELQRSFMALSQDIQKTIKKTARREQLMREEAEQKRLKTVLELQYVLDKLGDDEVRTDLKQGLNGVPILSEEELSLLDEFYKLVDPERDMSLRLNEQYEHASIHLWDLLEGKEKPVCGTTYKVLKEIVERVFQSNYFDSTHNHQNGLCEEEEAASAPAVEDQVPEAEPEPAEEYTEQSEVESTEYVNRQFM.... Result: 0 (no interaction). (5) The miRNA is hsa-miR-192-5p with sequence CUGACCUAUGAAUUGACAGCC. The protein sequence of the target gene is MPFLGQDWRSPGWSWIKTEDGWKRCESCSQKLERENNRCNISHSIILNSEDGEIFNNEEHEYASKKRKKDHFRNDTNTQSFYREKWIYVHKESTKERHGYCTLGEAFNRLDFSSAIQDIRRFNYVVKLLQLIAKSQLTSLSGVAQKNYFNILDKIVQKVLDDHHNPRLIKDLLQDLSSTLCILIRGVGKSVLVGNINIWICRLETILAWQQQLQDLQMTKQVNNGLTLSDLPLHMLNNILYRFSDGWDIITLGQVTPTLYMLSEDRQLWKKLCQYHFAEKQFCRHLILSEKGHIEWKLMY.... Result: 1 (interaction). (6) The miRNA is hsa-miR-4680-5p with sequence AGAACUCUUGCAGUCUUAGAUGU. The protein sequence of the target gene is MATEEFIIRIPPYHYIHVLDQNSNVSRVEVGPKTYIRQDNERVLFAPMRMVTVPPRHYCTVANPVSRDAQGLVLFDVTGQVRLRHADLEIRLAQDPFPLYPGEVLEKDITPLQVVLPNTALHLKALLDFEDKDGDKVVAGDEWLFEGPGTYIPRKEVEVVEIIQATIIRQNQALRLRARKECWDRDGKERVTGEEWLVTTVGAYLPAVFEEVLDLVDAVILTEKTALHLRARRNFRDFRGVSRRTGEEWLVTVQDTEAHVPDVHEEVLGVVPITTLGPHNYCVILDPVGPDGKNQLGQKR.... Result: 0 (no interaction). (7) The miRNA is hsa-miR-4536-3p with sequence UCGUGCAUAUAUCUACCACAU. The protein sequence of the target gene is MESESSRRMGNACIPLKRIAYFLCLFSVVLLTEGKKPAKPKCPAVCTCSKDNALCENARSIPRTVPPDVISLSFVRSGFTEISEGSFLFTPSLQLLLFTSNSFDVISDDAFIGLPHLEYLFIENNNIKSISRHTFRGLKSLIHLSLANNNLQTLPKDIFKGLDSLTNVDLRGNAFNCDCKLKWLVEWLGHTNATVEDIYCEGPPEYKKRKINSLSPKDFDCIITEFAKSQDLPYQSLSIDTFSYLNDEYVVIAQPFTGKCIFLEWDHVEKTFRNYDNITGTSTVVCKPIVIDTQLYVIVA.... Result: 0 (no interaction).